From a dataset of Forward reaction prediction with 1.9M reactions from USPTO patents (1976-2016). Predict the product of the given reaction. (1) Given the reactants Br[CH:2]1[CH2:6][CH2:5][N:4]([C:7]2[S:8][C:9]([C:13]([NH:15][CH2:16][C:17]3[CH:22]=[CH:21][C:20]([F:23])=[CH:19][CH:18]=3)=[O:14])=[C:10]([CH3:12])[N:11]=2)[C:3]1=[O:24].C(=O)([O-])[O-].[K+].[K+].[CH:31]1([CH2:34][CH2:35][NH2:36])[CH2:33][CH2:32]1, predict the reaction product. The product is: [CH:31]1([CH2:34][CH2:35][NH:36][CH:2]2[CH2:6][CH2:5][N:4]([C:7]3[S:8][C:9]([C:13]([NH:15][CH2:16][C:17]4[CH:22]=[CH:21][C:20]([F:23])=[CH:19][CH:18]=4)=[O:14])=[C:10]([CH3:12])[N:11]=3)[C:3]2=[O:24])[CH2:33][CH2:32]1. (2) Given the reactants [CH2:1]([O:8][C:9]1[CH:17]=[CH:16][C:12]([C:13]([OH:15])=O)=[CH:11][CH:10]=1)[C:2]1[CH:7]=[CH:6][CH:5]=[CH:4][CH:3]=1.CN(C)C=O.C(Cl)(=O)C(Cl)=O.Cl.Cl.[C:31]([C:35]1[CH:40]=[CH:39][CH:38]=[CH:37][C:36]=1[N:41]1[CH2:46][CH2:45][NH:44][CH2:43][CH2:42]1)([CH3:34])([CH3:33])[CH3:32], predict the reaction product. The product is: [CH2:1]([O:8][C:9]1[CH:10]=[CH:11][C:12]([C:13]([N:44]2[CH2:45][CH2:46][N:41]([C:36]3[CH:37]=[CH:38][CH:39]=[CH:40][C:35]=3[C:31]([CH3:34])([CH3:33])[CH3:32])[CH2:42][CH2:43]2)=[O:15])=[CH:16][CH:17]=1)[C:2]1[CH:3]=[CH:4][CH:5]=[CH:6][CH:7]=1. (3) Given the reactants [CH2:1]([S:8][CH2:9][C:10]1[CH:14]=[C:13]([C:15]2[CH:20]=[CH:19][C:18]([C:21]([F:24])([F:23])[F:22])=[CH:17][CH:16]=2)[S:12][C:11]=1[C:25](OCC)=[O:26])[C:2]1[CH:7]=[CH:6][CH:5]=[CH:4][CH:3]=1.[H-].[Al+3].[Li+].[H-].[H-].[H-].O.Cl, predict the reaction product. The product is: [CH2:1]([S:8][CH2:9][C:10]1[CH:14]=[C:13]([C:15]2[CH:16]=[CH:17][C:18]([C:21]([F:23])([F:24])[F:22])=[CH:19][CH:20]=2)[S:12][C:11]=1[CH2:25][OH:26])[C:2]1[CH:7]=[CH:6][CH:5]=[CH:4][CH:3]=1. (4) Given the reactants [C:1]([O:5][C:6](=[O:28])[NH:7][C:8]1([C:12]2[CH:17]=[CH:16][C:15]([C:18](=O)[CH:19](Br)[C:20]3[CH:25]=[CH:24][CH:23]=[CH:22][CH:21]=3)=[CH:14][CH:13]=2)[CH2:11][CH2:10][CH2:9]1)([CH3:4])([CH3:3])[CH3:2].[NH2:29][C:30]1[CH:35]=[C:34]([C:36]([O:38][CH3:39])=[O:37])[CH:33]=[CH:32][N:31]=1, predict the reaction product. The product is: [CH3:39][O:38][C:36]([C:34]1[CH:33]=[CH:32][N:31]2[C:19]([C:20]3[CH:21]=[CH:22][CH:23]=[CH:24][CH:25]=3)=[C:18]([C:15]3[CH:14]=[CH:13][C:12]([C:8]4([NH:7][C:6]([O:5][C:1]([CH3:4])([CH3:3])[CH3:2])=[O:28])[CH2:11][CH2:10][CH2:9]4)=[CH:17][CH:16]=3)[N:29]=[C:30]2[CH:35]=1)=[O:37]. (5) Given the reactants [OH:1][C:2]1[CH:3]=[C:4]([C:11]2[CH:16]=[CH:15][CH:14]=[CH:13][C:12]=2[C:17]([F:20])([F:19])[F:18])[CH:5]=[CH:6][C:7]=1[C:8]([OH:10])=O.[C:21]([C:25]1[CH:31]=[CH:30][C:28]([NH2:29])=[CH:27][CH:26]=1)([CH3:24])([CH3:23])[CH3:22].F[P-](F)(F)(F)(F)F.N1(O[P+](N(C)C)(N(C)C)N(C)C)C2C=CC=CC=2N=N1.C(N(CC)CC)C, predict the reaction product. The product is: [C:21]([C:25]1[CH:26]=[CH:27][C:28]([NH:29][C:8]([C:7]2[CH:6]=[CH:5][C:4]([C:11]3[CH:16]=[CH:15][CH:14]=[CH:13][C:12]=3[C:17]([F:18])([F:20])[F:19])=[CH:3][C:2]=2[OH:1])=[O:10])=[CH:30][CH:31]=1)([CH3:24])([CH3:22])[CH3:23]. (6) Given the reactants Cl.BrCCCCOC1CCNCC1.[Cl:14][C:15]1[CH:23]=[CH:22][C:18]([C:19](Cl)=[O:20])=[CH:17][CH:16]=1.C(N(C(C)C)C(C)C)C, predict the reaction product. The product is: [Cl:14][C:15]1[CH:23]=[CH:22][C:18]([CH:19]=[O:20])=[CH:17][CH:16]=1. (7) Given the reactants [CH:1]([C:3]1[C:11]2[C:6](=[N:7][CH:8]=[C:9]([C:12]3[CH:13]=[C:14]([NH:18][C:19](=[O:24])[C:20]([CH3:23])([CH3:22])[CH3:21])[CH:15]=[N:16][CH:17]=3)[CH:10]=2)[N:5](C2CCCCO2)[N:4]=1)=O.[S].[F:32][C:33]1[CH:34]=[C:35]([C:39]2[C:40]([NH2:46])=[C:41]([NH2:45])[CH:42]=[N:43][CH:44]=2)[CH:36]=[CH:37][CH:38]=1.C(Cl)Cl.C(O)(C(F)(F)F)=O, predict the reaction product. The product is: [F:32][C:33]1[CH:34]=[C:35]([C:39]2[C:40]3[N:46]=[C:1]([C:3]4[C:11]5[C:6](=[N:7][CH:8]=[C:9]([C:12]6[CH:13]=[C:14]([NH:18][C:19](=[O:24])[C:20]([CH3:22])([CH3:21])[CH3:23])[CH:15]=[N:16][CH:17]=6)[CH:10]=5)[NH:5][N:4]=4)[NH:45][C:41]=3[CH:42]=[N:43][CH:44]=2)[CH:36]=[CH:37][CH:38]=1. (8) Given the reactants [C:1]([O:5][C:6](=[O:21])[NH:7][C@@H:8]([C@H:18]1[CH2:20][O:19]1)[CH2:9][C:10]1[CH:15]=[CH:14][C:13]([F:16])=[C:12]([F:17])[CH:11]=1)([CH3:4])([CH3:3])[CH3:2].[O-]S(C(F)(F)F)(=O)=O.[Li+].[CH3:31][O:32][C:33]1[CH:34]=[C:35]([CH:38]=[CH:39][CH:40]=1)[CH2:36][NH2:37].[Cl-].[NH4+], predict the reaction product. The product is: [C:1]([O:5][C:6](=[O:21])[NH:7][C@@H:8]([CH2:9][C:10]1[CH:15]=[CH:14][C:13]([F:16])=[C:12]([F:17])[CH:11]=1)[C@H:18]([OH:19])[CH2:20][NH:37][CH2:36][C:35]1[CH:38]=[CH:39][CH:40]=[C:33]([O:32][CH3:31])[CH:34]=1)([CH3:4])([CH3:3])[CH3:2].